From a dataset of Reaction yield outcomes from USPTO patents with 853,638 reactions. Predict the reaction yield, written as a fraction of the theoretical maximum amount of product (1.0 means a 100% yield; for example, 0.34 means a 34% yield). (1) The reactants are C(OC([N:8]1[CH2:12][CH2:11][CH2:10][C@H:9]1[CH2:13][NH:14][C:15]1[N:23]=[C:22]2[C:18]([NH:19][C:20](=[O:32])[N:21]2[C:24]2[CH:29]=[CH:28][CH:27]=[CH:26][C:25]=2[O:30][CH3:31])=[C:17]([C:33]([O:35]CC)=O)[N:16]=1)=O)(C)(C)C.[NH2:38]C1C(C(OCC)=O)=NC(NC[C@@H]2CCCN2C(OC(C)(C)C)=O)=NC=1NC1C=CC=CC=1OC. The catalyst is ClCCl. The product is [CH3:31][O:30][C:25]1[CH:26]=[CH:27][CH:28]=[CH:29][C:24]=1[N:21]1[C:20](=[O:32])[NH:19][C:18]2[C:22]1=[N:23][C:15]([NH:14][CH2:13][C@@H:9]1[CH2:10][CH2:11][CH2:12][NH:8]1)=[N:16][C:17]=2[C:33]([NH2:38])=[O:35]. The yield is 0.980. (2) The reactants are [C:1]1([C@H:7]([N:9]2[CH2:14][CH2:13][O:12][C@@H:11]([C:15]3[CH:22]=[CH:21][C:18]([CH:19]=O)=[CH:17][CH:16]=3)[CH2:10]2)[CH3:8])[CH:6]=[CH:5][CH:4]=[CH:3][CH:2]=1.C([O-])(=O)C.[Na+].Cl.[NH2:29]O. The catalyst is C(O)C. The product is [C:1]1([C@H:7]([N:9]2[CH2:14][CH2:13][O:12][C@@H:11]([C:15]3[CH:22]=[CH:21][C:18]([C:19]#[N:29])=[CH:17][CH:16]=3)[CH2:10]2)[CH3:8])[CH:6]=[CH:5][CH:4]=[CH:3][CH:2]=1. The yield is 0.860. (3) The reactants are Cl.[NH2:2][C@@H:3]([C:5]1[CH:10]=[CH:9][C:8]([NH:11][S:12]([CH3:15])(=[O:14])=[O:13])=[C:7]([F:16])[CH:6]=1)[CH3:4].[F:17][C:18]([F:33])([F:32])[C:19]1[CH:28]=[C:27]2[C:22]([CH:23]=[C:24]([C:29](O)=[O:30])[CH:25]=[N:26]2)=[CH:21][CH:20]=1.CN(C(ON1N=NC2C=CC=CC1=2)=[N+](C)C)C.F[P-](F)(F)(F)(F)F.C(N(CC)CC)C. The catalyst is CN(C=O)C. The product is [F:16][C:7]1[CH:6]=[C:5]([C@H:3]([NH:2][C:29]([C:24]2[CH:25]=[N:26][C:27]3[C:22]([CH:23]=2)=[CH:21][CH:20]=[C:19]([C:18]([F:33])([F:17])[F:32])[CH:28]=3)=[O:30])[CH3:4])[CH:10]=[CH:9][C:8]=1[NH:11][S:12]([CH3:15])(=[O:14])=[O:13]. The yield is 0.700.